Dataset: Reaction yield outcomes from USPTO patents with 853,638 reactions. Task: Predict the reaction yield, written as a fraction of the theoretical maximum amount of product (1.0 means a 100% yield; for example, 0.34 means a 34% yield). (1) The reactants are [C:1]([C:5]1[CH:10]=[C:9]([Br:11])[C:8]([N+:12]([O-:14])=[O:13])=[CH:7][C:6]=1[OH:15])([CH3:4])([CH3:3])[CH3:2].C([O-])([O-])=O.[Cs+].[Cs+].[CH2:22](Br)[C:23]1[CH:28]=[CH:27][CH:26]=[CH:25][CH:24]=1. The catalyst is CN(C=O)C.O. The product is [C:1]([C:5]1[CH:10]=[C:9]([Br:11])[C:8]([N+:12]([O-:14])=[O:13])=[CH:7][C:6]=1[O:15][CH2:22][C:23]1[CH:28]=[CH:27][CH:26]=[CH:25][CH:24]=1)([CH3:4])([CH3:2])[CH3:3]. The yield is 0.940. (2) The reactants are C1(OC)C(=CC=CC=1)OC.I[N:12]1[C:18]([CH3:20])([CH3:19])[C:16](=[O:17])[N:15]([CH3:21])[C:13]1=[O:14]. The catalyst is CC#N. The product is [CH3:21][N:15]1[C:16](=[O:17])[C:18]([CH3:20])([CH3:19])[NH:12][C:13]1=[O:14]. The yield is 0.900. (3) The reactants are [C:1]([O:6]CC)(=[O:5])C(C)=O.[CH2:9](O)[CH2:10]O.B(F)(F)F.[C:17]([OH:20])(=[O:19])[CH3:18]. The catalyst is ClCCl. The product is [CH3:18][C:17]1([C:1]([OH:6])=[O:5])[O:20][CH2:10][CH2:9][O:19]1. The yield is 0.380. (4) The reactants are [CH3:1][O:2][C:3]1[C:4](=[O:23])[C:5]([CH3:22])=[C:6]([CH2:12][C:13]2[CH:14]=[C:15]([CH:19]=[CH:20][CH:21]=2)[C:16]([OH:18])=O)[C:7](=[O:11])[C:8]=1[O:9][CH3:10].[CH:24]([NH2:27])([CH3:26])[CH3:25].Cl.C(N=C=NCCCN(C)C)C. The catalyst is C(Cl)Cl. The product is [CH3:1][O:2][C:3]1[C:4](=[O:23])[C:5]([CH3:22])=[C:6]([CH2:12][C:13]2[CH:14]=[C:15]([CH:19]=[CH:20][CH:21]=2)[C:16]([NH:27][CH:24]([CH3:26])[CH3:25])=[O:18])[C:7](=[O:11])[C:8]=1[O:9][CH3:10]. The yield is 0.370. (5) The reactants are F[C:2]1[CH:3]=[CH:4][CH:5]=[C:6]2[C:11]=1[N:10]=[CH:9][C:8]([I:12])=[CH:7]2.C(=O)([O-])[O-].[K+].[K+].[NH:19]1[CH2:24][CH2:23][NH:22][CH2:21][CH2:20]1.CS(C)=O. The catalyst is C(Cl)Cl.O. The product is [I:12][C:8]1[CH:9]=[N:10][C:11]2[C:6]([CH:7]=1)=[CH:5][CH:4]=[CH:3][C:2]=2[N:19]1[CH2:24][CH2:23][NH:22][CH2:21][CH2:20]1. The yield is 0.770. (6) The reactants are CN(C)[CH:3]=[O:4].[CH3:6][O:7][C:8]([C:10]1[N:11]([C:30]2[CH:35]=[CH:34][CH:33]=[CH:32][C:31]=2[C:36]([F:39])([F:38])[F:37])[S:12](=[O:29])(=[O:28])[C:13]2[CH:27]=[CH:26][CH:25]=[CH:24][C:14]=2[C:15]=1OS(C(F)(F)F)(=O)=O)=[O:9].C(=O)([O-])[O-].[K+].[K+].[CH3:46][O:47][C:48]1[CH:53]=[CH:52][CH:51]=[CH:50][C:49]=1B(O)O. The catalyst is C1(P(C2C=CC=CC=2)C2C=CC=CC=2)C=CC=CC=1.C1(P(C2C=CC=CC=2)C2C=CC=CC=2)C=CC=CC=1.C1(P(C2C=CC=CC=2)C2C=CC=CC=2)C=CC=CC=1.C1(P(C2C=CC=CC=2)C2C=CC=CC=2)C=CC=CC=1.[Pd].C(OCC)C.C1(C)C=CC=CC=1. The product is [CH3:6][O:7][C:8]([C:10]1[N:11]([C:30]2[CH:35]=[CH:34][CH:33]=[CH:32][C:31]=2[C:36]([F:38])([F:39])[F:37])[S:12](=[O:28])(=[O:29])[C:13]2[CH:27]=[CH:26][CH:25]=[CH:24][C:14]=2[C:15]=1[C:52]1[CH:53]=[C:48]([O:47][CH3:46])[CH:49]=[C:50]([O:4][CH3:3])[CH:51]=1)=[O:9]. The yield is 0.830.